From a dataset of Reaction yield outcomes from USPTO patents with 853,638 reactions. Predict the reaction yield, written as a fraction of the theoretical maximum amount of product (1.0 means a 100% yield; for example, 0.34 means a 34% yield). The reactants are C([O:8][C:9]1[CH:10]=[C:11]([CH:16]=[C:17]([O:30]CC2C=CC=CC=2)[C:18]=1[C:19]#[C:20][CH2:21][NH:22][C:23]([O:25][C:26]([CH3:29])([CH3:28])[CH3:27])=[O:24])[C:12]([O:14][CH3:15])=[O:13])C1C=CC=CC=1. The catalyst is C(OCC)(=O)C.[Pd]. The product is [C:26]([O:25][C:23]([NH:22][CH2:21][CH2:20][CH2:19][C:18]1[C:17]([OH:30])=[CH:16][C:11]([C:12]([O:14][CH3:15])=[O:13])=[CH:10][C:9]=1[OH:8])=[O:24])([CH3:29])([CH3:27])[CH3:28]. The yield is 0.680.